Dataset: Forward reaction prediction with 1.9M reactions from USPTO patents (1976-2016). Task: Predict the product of the given reaction. (1) Given the reactants C([O:3][C:4]1[CH:5]=[C:6]2[C:11](=[CH:12][CH:13]=1)[NH:10][C:9]([CH3:15])([CH3:14])[CH:8]=[C:7]2[CH3:16])C.B(Br)(Br)Br, predict the reaction product. The product is: [CH3:14][C:9]1([CH3:15])[CH:8]=[C:7]([CH3:16])[C:6]2[C:11](=[CH:12][CH:13]=[C:4]([OH:3])[CH:5]=2)[NH:10]1. (2) Given the reactants F[C:2]1[N:11]=[CH:10][C:9]2[C:8]([NH:12][C:13]3[CH:18]=[CH:17][CH:16]=[C:15]([Br:19])[CH:14]=3)=[N:7][CH:6]=[N:5][C:4]=2[CH:3]=1.[CH2:20]([N:22](CC)[CH2:23]C)C.Cl.CNC, predict the reaction product. The product is: [CH3:20][N:22]([CH3:23])[C:2]1[N:11]=[CH:10][C:9]2[C:8]([NH:12][C:13]3[CH:18]=[CH:17][CH:16]=[C:15]([Br:19])[CH:14]=3)=[N:7][CH:6]=[N:5][C:4]=2[CH:3]=1. (3) Given the reactants [CH:1]1([N:7]2[C:15]3[CH:14]=[CH:13][N:12]=[C:11]([O:16][CH3:17])[C:10]=3[C:9](=[O:18])[NH:8]2)[CH2:6][CH2:5][CH2:4][CH2:3][CH2:2]1.N1C=CC=CC=1.[F:25][C:26]([F:39])([F:38])[S:27](O[S:27]([C:26]([F:39])([F:38])[F:25])(=[O:29])=[O:28])(=[O:29])=[O:28], predict the reaction product. The product is: [F:25][C:26]([F:39])([F:38])[S:27]([O:18][C:9]1[C:10]2[C:11]([O:16][CH3:17])=[N:12][CH:13]=[CH:14][C:15]=2[N:7]([CH:1]2[CH2:2][CH2:3][CH2:4][CH2:5][CH2:6]2)[N:8]=1)(=[O:29])=[O:28].